Dataset: Forward reaction prediction with 1.9M reactions from USPTO patents (1976-2016). Task: Predict the product of the given reaction. (1) Given the reactants [N:1]1([CH2:7][CH2:8][N:9]2[C:13]3[CH:14]=[CH:15][CH:16]=[CH:17][C:12]=3[S:11][C:10]2=[NH:18])[CH2:6][CH2:5][O:4][CH2:3][CH2:2]1.[C:19]12([C:29](O)=[O:30])[CH2:28][CH:23]3[CH2:24][CH:25]([CH2:27][CH:21]([CH2:22]3)[CH2:20]1)[CH2:26]2, predict the reaction product. The product is: [N:1]1([CH2:7][CH2:8][N:9]2[C:13]3[CH:14]=[CH:15][CH:16]=[CH:17][C:12]=3[S:11]/[C:10]/2=[N:18]\[C:29]([C:19]23[CH2:28][CH:23]4[CH2:22][CH:21]([CH2:27][CH:25]([CH2:24]4)[CH2:26]2)[CH2:20]3)=[O:30])[CH2:6][CH2:5][O:4][CH2:3][CH2:2]1. (2) Given the reactants [CH:1]1([N:7]([C@H:24]2[CH2:29][CH2:28][C@H:27]([CH3:30])[CH2:26][CH2:25]2)[C:8](=[O:23])[NH:9][C:10]2[S:14][C:13]([S:15]([NH:18][CH2:19][C:20]([OH:22])=[O:21])(=[O:17])=[O:16])=[N:12][N:11]=2)[CH2:6][CH2:5][CH2:4][CH2:3][CH2:2]1.[CH:31]1(N[C@H]2CC[C@H](C)CC2)CCCCC1.C(OC(=O)CN(S(C1SC(N)=NN=1)(=O)=O)C)C, predict the reaction product. The product is: [CH:1]1([N:7]([C@H:24]2[CH2:29][CH2:28][C@H:27]([CH3:30])[CH2:26][CH2:25]2)[C:8](=[O:23])[NH:9][C:10]2[S:14][C:13]([S:15]([N:18]([CH2:19][C:20]([OH:22])=[O:21])[CH3:31])(=[O:17])=[O:16])=[N:12][N:11]=2)[CH2:6][CH2:5][CH2:4][CH2:3][CH2:2]1. (3) The product is: [CH3:1][C:2]1[O:3][CH:4]=[CH:5][C:6]=1[C:7]([NH2:8])=[O:11]. Given the reactants [CH3:1][C:2]1[O:3][CH:4]=[CH:5][C:6]=1[CH2:7][NH2:8].CC1[O:11]C=CC=1C(OC)=O.C[O-].[Na+], predict the reaction product. (4) Given the reactants [Cl:1][C:2]1[N:11]=[C:10]([N:12]2[CH2:16][CH2:15][C@H:14]([N:17]([CH2:25][CH2:26][CH3:27])C(=O)OC(C)(C)C)[CH2:13]2)[C:9]2[C:4](=[CH:5][CH:6]=[CH:7][CH:8]=2)[N:3]=1.[F:28][C:29]([F:39])([F:38])[C:30]1[CH:31]=[C:32]([NH2:37])[CH:33]=[C:34]([NH2:36])[CH:35]=1, predict the reaction product. The product is: [ClH:1].[ClH:1].[CH2:25]([NH:17][C@H:14]1[CH2:15][CH2:16][N:12]([C:10]2[C:9]3[C:4](=[CH:5][CH:6]=[CH:7][CH:8]=3)[N:3]=[C:2]([NH:36][C:34]3[CH:35]=[C:30]([C:29]([F:28])([F:38])[F:39])[CH:31]=[C:32]([NH2:37])[CH:33]=3)[N:11]=2)[CH2:13]1)[CH2:26][CH3:27]. (5) Given the reactants [C:1]1([CH:7]([C:11]2[CH:16]=[CH:15][CH:14]=[CH:13][CH:12]=2)[C:8]([OH:10])=[O:9])[CH:6]=[CH:5][CH:4]=[CH:3][CH:2]=1.S(=O)(=O)(O)O.[CH2:22](O)[CH3:23], predict the reaction product. The product is: [C:1]1([CH:7]([C:11]2[CH:16]=[CH:15][CH:14]=[CH:13][CH:12]=2)[C:8]([O:10][CH2:22][CH3:23])=[O:9])[CH:2]=[CH:3][CH:4]=[CH:5][CH:6]=1. (6) Given the reactants [CH2:1]([O:3][CH2:4][C:5]1[N:6]([NH:19][CH2:20][CH2:21][CH2:22][NH:23][C:24](=[O:30])[O:25][C:26]([CH3:29])([CH3:28])[CH3:27])[C:7]2[C:16]3[CH:15]=[CH:14][CH:13]=[CH:12][C:11]=3[N+:10]([O-])=[CH:9][C:8]=2[N:18]=1)[CH3:2].[NH4+:31].[OH-].C1(C)C=CC(S(Cl)(=O)=O)=CC=1, predict the reaction product. The product is: [NH2:31][C:9]1[C:8]2[N:18]=[C:5]([CH2:4][O:3][CH2:1][CH3:2])[N:6]([NH:19][CH2:20][CH2:21][CH2:22][NH:23][C:24](=[O:30])[O:25][C:26]([CH3:29])([CH3:28])[CH3:27])[C:7]=2[C:16]2[CH:15]=[CH:14][CH:13]=[CH:12][C:11]=2[N:10]=1. (7) Given the reactants C[O:2][C:3](=[O:40])[C:4]1[CH:9]=[CH:8][C:7]([S:10](=[O:39])(=[O:38])[N:11]([C:13]2[C:14]([CH3:37])=[N:15][C:16]([O:19][CH2:20][C:21]3[N:22]([C:29]4[C:34]([Cl:35])=[CH:33][CH:32]=[CH:31][C:30]=4[Cl:36])[N:23]=[N:24][C:25]=3[CH:26]([CH3:28])[CH3:27])=[CH:17][CH:18]=2)[CH3:12])=[CH:6][CH:5]=1.[OH-].[Na+].O, predict the reaction product. The product is: [Cl:36][C:30]1[CH:31]=[CH:32][CH:33]=[C:34]([Cl:35])[C:29]=1[N:22]1[C:21]([CH2:20][O:19][C:16]2[N:15]=[C:14]([CH3:37])[C:13]([N:11]([CH3:12])[S:10]([C:7]3[CH:8]=[CH:9][C:4]([C:3]([OH:40])=[O:2])=[CH:5][CH:6]=3)(=[O:39])=[O:38])=[CH:18][CH:17]=2)=[C:25]([CH:26]([CH3:28])[CH3:27])[N:24]=[N:23]1. (8) Given the reactants [CH3:1][C:2]([CH3:23])([CH3:22])[CH2:3][NH:4][C:5]1[C:10]([C:11]#[C:12][CH2:13][N:14]2[CH2:19][CH2:18][NH:17][CH2:16][CH2:15]2)=[CH:9][N:8]=[C:7]([C:20]#[N:21])[N:6]=1.[Cl:24][CH2:25][CH2:26][CH2:27][S:28](Cl)(=[O:30])=[O:29].C(N(CC)CC)C.[Cl-].[NH4+], predict the reaction product. The product is: [Cl:24][CH2:25][CH2:26][CH2:27][S:28]([N:17]1[CH2:18][CH2:19][N:14]([CH2:13][C:12]#[C:11][C:10]2[C:5]([NH:4][CH2:3][C:2]([CH3:23])([CH3:22])[CH3:1])=[N:6][C:7]([C:20]#[N:21])=[N:8][CH:9]=2)[CH2:15][CH2:16]1)(=[O:30])=[O:29]. (9) Given the reactants Cl[C:2]1[CH:7]=[C:6]([C:8]([F:11])([F:10])[F:9])[CH:5]=[CH:4][C:3]=1[N:12]1[CH2:17][CH2:16][O:15][C:14]2[CH:18]=[C:19]([S:22]([N:25]([CH2:31][C:32]3[CH:37]=[CH:36][C:35]([O:38][CH3:39])=[CH:34][CH:33]=3)[C:26]3[S:27][CH:28]=[CH:29][N:30]=3)(=[O:24])=[O:23])[CH:20]=[CH:21][C:13]1=2.[CH3:40][N:41]1[C:45](B2OC(C)(C)C(C)(C)O2)=[CH:44][CH:43]=[N:42]1.P([O-])([O-])([O-])=O.[K+].[K+].[K+], predict the reaction product. The product is: [CH3:39][O:38][C:35]1[CH:34]=[CH:33][C:32]([CH2:31][N:25]([C:26]2[S:27][CH:28]=[CH:29][N:30]=2)[S:22]([C:19]2[CH:20]=[CH:21][C:13]3[N:12]([C:3]4[CH:4]=[CH:5][C:6]([C:8]([F:9])([F:11])[F:10])=[CH:7][C:2]=4[C:45]4[N:41]([CH3:40])[N:42]=[CH:43][CH:44]=4)[CH2:17][CH2:16][O:15][C:14]=3[CH:18]=2)(=[O:24])=[O:23])=[CH:37][CH:36]=1. (10) Given the reactants [CH3:1][O:2][C:3]1[C:11]2[O:10]C(C3C=CC=CC=3)(C3C=CC=CC=3)[O:8][C:7]=2[CH:6]=[CH:5][C:4]=1[C:24](=[O:33])[CH2:25][NH:26][C:27]1([CH3:32])[CH2:31][CH2:30][CH2:29][CH2:28]1, predict the reaction product. The product is: [OH:10][C:11]1[C:3]([O:2][CH3:1])=[C:4]([C:24](=[O:33])[CH2:25][NH:26][C:27]2([CH3:32])[CH2:31][CH2:30][CH2:29][CH2:28]2)[CH:5]=[CH:6][C:7]=1[OH:8].